This data is from Forward reaction prediction with 1.9M reactions from USPTO patents (1976-2016). The task is: Predict the product of the given reaction. (1) Given the reactants [O:1]=[C:2]1[C:6]2([CH2:11][CH2:10][N:9]([S:12](Cl)(=[O:14])=[O:13])[CH2:8][CH2:7]2)[CH2:5][CH2:4][N:3]1[C:16]1[CH:21]=[CH:20][C:19]([O:22][C:23]([F:26])([F:25])[F:24])=[CH:18][CH:17]=1.[CH2:27]([NH2:29])[CH3:28], predict the reaction product. The product is: [CH2:27]([NH:29][S:12]([N:9]1[CH2:10][CH2:11][C:6]2([C:2](=[O:1])[N:3]([C:16]3[CH:21]=[CH:20][C:19]([O:22][C:23]([F:26])([F:25])[F:24])=[CH:18][CH:17]=3)[CH2:4][CH2:5]2)[CH2:7][CH2:8]1)(=[O:14])=[O:13])[CH3:28]. (2) The product is: [O:8]([C:5]1[CH:6]=[CH:7][C:2]([C:10]([OH:13])=[O:11])=[CH:3][CH:4]=1)[CH:23]([CH3:28])[CH3:24]. Given the reactants Br[C:2]1[CH:7]=[CH:6][C:5]([OH:8])=[C:4](Cl)[CH:3]=1.[C:10]([O-:13])([O-])=[O:11].[K+].[K+].ClCCOS([C:23]1[CH:28]=CC(C)=C[CH:24]=1)(=O)=O, predict the reaction product.